From a dataset of Full USPTO retrosynthesis dataset with 1.9M reactions from patents (1976-2016). Predict the reactants needed to synthesize the given product. (1) Given the product [CH:23]1([CH2:29][NH:30][C:31]2[CH:32]=[CH:33][C:34]([CH2:37][C:39]3[C:47]4[C:42](=[N:43][CH:44]=[CH:45][CH:46]=4)[NH:41][CH:40]=3)=[CH:35][N:36]=2)[CH2:28][CH2:27][CH2:26][CH2:25][CH2:24]1, predict the reactants needed to synthesize it. The reactants are: C(NC1N=CC(C(C2C3C(=NC=CC=3)NC=2)=O)=CC=1)C(C)C.[CH:23]1([CH2:29][NH:30][C:31]2[N:36]=[CH:35][C:34]([C:37]([C:39]3[C:47]4[C:42](=[N:43][CH:44]=[CH:45][CH:46]=4)[NH:41][CH:40]=3)=O)=[CH:33][CH:32]=2)[CH2:28][CH2:27][CH2:26][CH2:25][CH2:24]1. (2) Given the product [NH2:7][CH2:8][CH2:9][CH2:10][N:11]1[C:23]2[C:22]3[CH:21]=[CH:20][CH:19]=[CH:18][C:17]=3[N:16]=[C:15]([NH2:24])[C:14]=2[N:13]=[C:12]1[CH2:25][CH2:26][CH2:27][CH3:28], predict the reactants needed to synthesize it. The reactants are: C(OC(=O)[NH:7][CH2:8][CH2:9][CH2:10][N:11]1[C:23]2[C:22]3[CH:21]=[CH:20][CH:19]=[CH:18][C:17]=3[N:16]=[C:15]([NH2:24])[C:14]=2[N:13]=[C:12]1[CH2:25][CH2:26][CH2:27][CH3:28])(C)(C)C.C(O)(C(F)(F)F)=O. (3) Given the product [CH3:1][O:2][C:3]1[CH:4]=[C:5]2[C:6](=[CH:7][C:8]=1[O:9][CH3:10])[CH:17]=[N:16][CH:12]([CH2:13][CH2:14][CH3:15])[CH2:11]2, predict the reactants needed to synthesize it. The reactants are: [CH3:1][O:2][C:3]1[CH:4]=[C:5]([CH2:11][CH:12]([NH:16][CH:17]=O)[CH2:13][CH2:14][CH3:15])[CH:6]=[CH:7][C:8]=1[O:9][CH3:10].O=P(Cl)(Cl)Cl.[OH-].[NH4+].O. (4) The reactants are: C1([O:7][C:8](=O)[NH:9][C:10]2[S:14][N:13]=[C:12]([O:15][CH2:16][C:17]3[C:22]([F:23])=[CH:21][C:20]([CH3:24])=[C:19]([F:25])[C:18]=3[F:26])[C:11]=2[C:27](=[O:29])[NH2:28])C=CC=CC=1.[CH3:31][NH:32][CH2:33][CH2:34][CH2:35][NH2:36]. Given the product [NH2:36][CH2:35][CH2:34][CH2:33][N:32]([CH3:31])[C:8](=[O:7])[NH:9][C:10]1[S:14][N:13]=[C:12]([O:15][CH2:16][C:17]2[C:22]([F:23])=[CH:21][C:20]([CH3:24])=[C:19]([F:25])[C:18]=2[F:26])[C:11]=1[C:27]([NH2:28])=[O:29], predict the reactants needed to synthesize it. (5) Given the product [Cl:19][C:20]1[CH:21]=[C:22]([CH:26]2[CH2:35][CH:34]([OH:36])[C:33]3[C:28](=[CH:29][CH:30]=[C:31]([OH:37])[CH:32]=3)[O:27]2)[CH:23]=[CH:24][CH:25]=1, predict the reactants needed to synthesize it. The reactants are: C1(C2CC(O)C3C(=CC=C(O)C=3)O2)C=CC=CC=1.[Cl:19][C:20]1[CH:21]=[C:22]([CH:26]2[CH2:35][C:34](=[O:36])[C:33]3[C:28](=[CH:29][CH:30]=[C:31]([OH:37])[CH:32]=3)[O:27]2)[CH:23]=[CH:24][CH:25]=1. (6) Given the product [Cl:1][C:2]1[O:6][C:5]([CH2:7][OH:8])=[CH:4][C:3]=1[CH2:11][C:12]1[CH:17]=[CH:16][CH:15]=[C:14]([Cl:18])[CH:13]=1, predict the reactants needed to synthesize it. The reactants are: [Cl:1][C:2]1[O:6][C:5]([C:7](OC)=[O:8])=[CH:4][C:3]=1[CH2:11][C:12]1[CH:17]=[CH:16][CH:15]=[C:14]([Cl:18])[CH:13]=1.CC(C[AlH]CC(C)C)C.[C@H](O)(C([O-])=O)[C@@H](O)C([O-])=O.[Na+].[K+].CCOC(C)=O.